From a dataset of Forward reaction prediction with 1.9M reactions from USPTO patents (1976-2016). Predict the product of the given reaction. (1) Given the reactants [C:1]1([OH:7])[CH:6]=[CH:5][CH:4]=[CH:3][CH:2]=1.[N+:8]([C:11]1[CH:18]=[CH:17][C:14]([CH2:15]Br)=[CH:13][CH:12]=1)([O-:10])=[O:9].C(=O)([O-])[O-].[K+].[K+].C(C(C)=O)C, predict the reaction product. The product is: [C:1]1([O:7][CH2:15][C:14]2[CH:17]=[CH:18][C:11]([N+:8]([O-:10])=[O:9])=[CH:12][CH:13]=2)[CH:6]=[CH:5][CH:4]=[CH:3][CH:2]=1. (2) Given the reactants [F:1][C:2]1[CH:3]=[C:4]([OH:11])[C:5](=[CH:9][CH:10]=1)[C:6](Cl)=[O:7].C([N:15](CC)[CH:16]([CH3:18])C)(C)C.Cl.C(#[N:24])C, predict the reaction product. The product is: [C:16]([CH2:18][NH:24][C:6](=[O:7])[C:5]1[CH:9]=[CH:10][C:2]([F:1])=[CH:3][C:4]=1[OH:11])#[N:15]. (3) Given the reactants CS[C:3]1[S:4]/[C:5](=[CH:9]\[C:10]2[CH:11]=[C:12]3[C:17](=[CH:18][CH:19]=2)[N:16]=[CH:15][CH:14]=[CH:13]3)/[C:6](=[O:8])[N:7]=1.[CH:20]1([C@@H:26]([NH2:29])[CH2:27][OH:28])[CH2:25][CH2:24][CH2:23][CH2:22][CH2:21]1.CCN(C(C)C)C(C)C, predict the reaction product. The product is: [CH:20]1([C@@H:26]([NH:29][C:3]2[S:4]/[C:5](=[CH:9]\[C:10]3[CH:11]=[C:12]4[C:17](=[CH:18][CH:19]=3)[N:16]=[CH:15][CH:14]=[CH:13]4)/[C:6](=[O:8])[N:7]=2)[CH2:27][OH:28])[CH2:25][CH2:24][CH2:23][CH2:22][CH2:21]1. (4) Given the reactants [Cl:1][C:2]1[C:3]([F:10])=[C:4]([CH:6]=[CH:7][C:8]=1[F:9])[NH2:5].[F:11][C:12]1[C:16]([S:17](=[O:25])(=[O:24])[NH:18][C:19]2([CH3:23])[CH2:22][O:21][CH2:20]2)=[CH:15][N:14]([CH3:26])[C:13]=1[C:27](O)=[O:28].NC1C=CC(F)=C(C=1)C#N.C(NS(C1C(F)=C(C(O)=O)N(C)C=1)(=O)=O)(C)(C)C, predict the reaction product. The product is: [Cl:1][C:2]1[C:3]([F:10])=[C:4]([NH:5][C:27]([C:13]2[N:14]([CH3:26])[CH:15]=[C:16]([S:17](=[O:25])(=[O:24])[NH:18][C:19]3([CH3:23])[CH2:20][O:21][CH2:22]3)[C:12]=2[F:11])=[O:28])[CH:6]=[CH:7][C:8]=1[F:9]. (5) Given the reactants [O:1]=[C:2]1[CH:11]=[CH:10][C:9]2[C:4](=[N:5][CH:6]=[CH:7][CH:8]=2)[N:3]1[CH2:12][CH2:13][CH2:14][C:15]1([C:21]([O:23][CH2:24][CH3:25])=[O:22])[CH2:20][CH2:19][NH:18][CH2:17][CH2:16]1.C(=O)([O-])[O-].[K+].[K+].Br[CH2:33][CH2:34][S:35][C:36]1[S:37][CH:38]=[CH:39][CH:40]=1.O, predict the reaction product. The product is: [O:1]=[C:2]1[CH:11]=[CH:10][C:9]2[C:4](=[N:5][CH:6]=[CH:7][CH:8]=2)[N:3]1[CH2:12][CH2:13][CH2:14][C:15]1([C:21]([O:23][CH2:24][CH3:25])=[O:22])[CH2:16][CH2:17][N:18]([CH2:33][CH2:34][S:35][C:36]2[S:37][CH:38]=[CH:39][CH:40]=2)[CH2:19][CH2:20]1.